Dataset: CYP2D6 inhibition data for predicting drug metabolism from PubChem BioAssay. Task: Regression/Classification. Given a drug SMILES string, predict its absorption, distribution, metabolism, or excretion properties. Task type varies by dataset: regression for continuous measurements (e.g., permeability, clearance, half-life) or binary classification for categorical outcomes (e.g., BBB penetration, CYP inhibition). Dataset: cyp2d6_veith. The compound is COc1nn(C(C)C(=O)N/N=C/c2ccc(O)cc2)cc1[N+](=O)[O-]. The result is 0 (non-inhibitor).